Task: Binary Classification. Given a drug SMILES string, predict its activity (active/inactive) in a high-throughput screening assay against a specified biological target.. Dataset: HIV replication inhibition screening data with 41,000+ compounds from the AIDS Antiviral Screen (1) The drug is O=C(O)c1ccccc1C(=O)NC(Cc1c[nH]cn1)C(=O)O. The result is 0 (inactive). (2) The molecule is COc1ccccc1NC(=O)c1nc2ccc([N+](=O)[O-])cc2nc1C. The result is 0 (inactive). (3) The molecule is Cc1ccc(C=c2cc3oc(=O)c4cccc(c4-3)c2=O)cc1. The result is 0 (inactive). (4) The molecule is CC(C)C(NC(=O)OC(C)(C)C)C(=O)N(C)C(Cc1ccccc1)C(=O)N(C)C(C(=O)OCc1ccccc1)C(C)C. The result is 0 (inactive). (5) The molecule is O=c1oc2c(-c3c(O)c(=O)oc4ccccc34)cc(O)cc2s1. The result is 0 (inactive).